This data is from Reaction yield outcomes from USPTO patents with 853,638 reactions. The task is: Predict the reaction yield, written as a fraction of the theoretical maximum amount of product (1.0 means a 100% yield; for example, 0.34 means a 34% yield). The reactants are [NH2:1][C:2]1[N:7]=[C:6]([C:8]([F:11])([F:10])[F:9])[CH:5]=[CH:4][N:3]=1.[CH3:12]OC(OC)N(C)C.C(N)=O.Br[CH2:24][C:25]([O:27][CH2:28][CH3:29])=[O:26]. The yield is 0.640. The catalyst is C1(C)C=CC=CC=1. The product is [F:10][C:8]([F:11])([F:9])[C:6]1[CH:5]=[CH:4][N:3]2[C:24]([C:25]([O:27][CH2:28][CH3:29])=[O:26])=[CH:12][N:1]=[C:2]2[N:7]=1.